From a dataset of Forward reaction prediction with 1.9M reactions from USPTO patents (1976-2016). Predict the product of the given reaction. Given the reactants [CH3:1][C:2]1[CH:7]=[CH:6][C:5]([S:8]([O:11][CH2:12][CH:13]2[CH2:17][C:16]3[CH:18]=[CH:19][CH:20]=[C:21](Br)[C:15]=3[O:14]2)(=[O:10])=[O:9])=[CH:4][CH:3]=1.[Cl:23][C:24]1[CH:25]=[CH:26][C:27]([CH3:33])=[C:28](B(O)O)[CH:29]=1, predict the reaction product. The product is: [CH3:1][C:2]1[CH:7]=[CH:6][C:5]([S:8]([O:11][CH2:12][CH:13]2[CH2:17][C:16]3[CH:18]=[CH:19][CH:20]=[C:21]([C:26]4[CH:25]=[C:24]([Cl:23])[CH:29]=[CH:28][C:27]=4[CH3:33])[C:15]=3[O:14]2)(=[O:10])=[O:9])=[CH:4][CH:3]=1.